This data is from Peptide-MHC class I binding affinity with 185,985 pairs from IEDB/IMGT. The task is: Regression. Given a peptide amino acid sequence and an MHC pseudo amino acid sequence, predict their binding affinity value. This is MHC class I binding data. (1) The peptide sequence is DYNFVKQLF. The MHC is HLA-A11:01 with pseudo-sequence HLA-A11:01. The binding affinity (normalized) is 0. (2) The peptide sequence is DAHKKNLYDH. The MHC is HLA-A03:01 with pseudo-sequence HLA-A03:01. The binding affinity (normalized) is 0. (3) The peptide sequence is LPSDFFPSV. The MHC is H-2-Ld with pseudo-sequence H-2-Ld. The binding affinity (normalized) is 0.227. (4) The peptide sequence is TCDWTNAGDY. The MHC is HLA-A26:01 with pseudo-sequence HLA-A26:01. The binding affinity (normalized) is 0.0641. (5) The binding affinity (normalized) is 0.255. The MHC is H-2-Kb with pseudo-sequence H-2-Kb. The peptide sequence is VYDFFVWI. (6) The peptide sequence is EFSRSILWDY. The MHC is HLA-A30:02 with pseudo-sequence HLA-A30:02. The binding affinity (normalized) is 0.506. (7) The peptide sequence is RPVILSLPR. The MHC is HLA-A02:01 with pseudo-sequence HLA-A02:01. The binding affinity (normalized) is 0. (8) The peptide sequence is TRSFTTHFL. The MHC is HLA-B44:02 with pseudo-sequence HLA-B44:02. The binding affinity (normalized) is 0.0847. (9) The peptide sequence is SPCKIPFEI. The MHC is HLA-B51:01 with pseudo-sequence HLA-B51:01. The binding affinity (normalized) is 0.00422. (10) The peptide sequence is LLSAWILTA. The MHC is HLA-A23:01 with pseudo-sequence HLA-A23:01. The binding affinity (normalized) is 0.